Dataset: Forward reaction prediction with 1.9M reactions from USPTO patents (1976-2016). Task: Predict the product of the given reaction. (1) Given the reactants [CH:1]([N-]C(C)C)([CH3:3])[CH3:2].[Li+].[CH:9]1([C:13]([OH:15])=[O:14])[CH2:12][CH2:11][CH2:10]1.[Na+].[I-].C(Br)C=C.CN(P(N(C)C)(N(C)C)=O)C, predict the reaction product. The product is: [CH2:3]([C:9]1([C:13]([OH:15])=[O:14])[CH2:12][CH2:11][CH2:10]1)[CH:1]=[CH2:2]. (2) Given the reactants [C:1]1([CH3:9])[CH:6]=[CH:5][CH:4]=[C:3]([NH:7][NH2:8])[CH:2]=1.CO[CH:12]=[CH:13][C:14]#[N:15].[O-]CC.[Na+], predict the reaction product. The product is: [C:1]1([CH3:9])[CH:6]=[CH:5][CH:4]=[C:3]([N:7]2[CH:12]=[CH:13][C:14]([NH2:15])=[N:8]2)[CH:2]=1. (3) The product is: [CH2:6]([C:24]1[N:18]([C:17]2[CH:16]=[CH:15][C:14]([O:13][C:6]3[C:7]4[C:12](=[CH:11][CH:10]=[CH:9][CH:8]=4)[C:3]([O:2][CH3:1])=[CH:4][CH:5]=3)=[CH:20][CH:19]=2)[CH:27]=[C:28]([C:30]2[CH:31]=[CH:32][C:33]([O:36][CH2:37][CH2:38][CH2:39][CH:3]([CH2:12][CH3:11])[CH2:4][CH3:5])=[CH:34][CH:35]=2)[N:22]=1)[CH2:7][CH2:8][CH3:9]. Given the reactants [CH3:1][O:2][C:3]1[C:12]2[C:7](=[CH:8][CH:9]=[CH:10][CH:11]=2)[C:6]([O:13][C:14]2[CH:20]=[CH:19][C:17]([NH2:18])=[CH:16][CH:15]=2)=[CH:5][CH:4]=1.C[N:22]([CH:24]=O)C.Br[CH2:27][C:28]([C:30]1[CH:35]=[CH:34][C:33]([O:36][CH2:37][CH2:38][CH2:39]N(CC)CC)=[CH:32][CH:31]=1)=O, predict the reaction product. (4) The product is: [OH-:3].[NH4+:5].[NH2:5][CH2:14][C:15]1[N:16]([CH2:28][CH2:29][CH2:30][CH2:31][NH:32][C:33](=[O:39])[O:34][C:35]([CH3:37])([CH3:36])[CH3:38])[C:17]2[C:26]3[N:25]=[CH:24][CH:23]=[CH:22][C:21]=3[N:20]=[CH:19][C:18]=2[N:27]=1. Given the reactants NN.[O:3]=C1C2C(=CC=CC=2)C(=O)[N:5]1[CH2:14][C:15]1[N:16]([CH2:28][CH2:29][CH2:30][CH2:31][NH:32][C:33](=[O:39])[O:34][C:35]([CH3:38])([CH3:37])[CH3:36])[C:17]2[C:26]3[N:25]=[CH:24][CH:23]=[CH:22][C:21]=3[N:20]=[CH:19][C:18]=2[N:27]=1.ClCCl, predict the reaction product. (5) Given the reactants C[O:2][C:3](=[O:14])[CH:4]([C:6]1[CH:11]=[CH:10][CH:9]=[C:8]([C:12]#[N:13])[CH:7]=1)O.[CH:15]1([SH:20])[CH2:19][CH2:18][CH2:17][CH2:16]1.[NH2:21][C:22]1[S:23][CH:24]=[CH:25][N:26]=1, predict the reaction product. The product is: [CH:15]1([S:20][CH:4]([C:6]2[CH:11]=[CH:10][CH:9]=[C:8]([C:12]#[N:13])[CH:7]=2)[C:3]([OH:2])=[O:14])[CH2:19][CH2:18][CH2:17][CH2:16]1.[CH:15]1([S:20][CH:4]([C:6]2[CH:11]=[CH:10][CH:9]=[C:8]([C:12]#[N:13])[CH:7]=2)[C:3]([NH:21][C:22]2[S:23][CH:24]=[CH:25][N:26]=2)=[O:14])[CH2:19][CH2:18][CH2:17][CH2:16]1.